From a dataset of Catalyst prediction with 721,799 reactions and 888 catalyst types from USPTO. Predict which catalyst facilitates the given reaction. (1) Reactant: [Cl:1][CH2:2][C:3]1[CH:11]=[CH:10][C:6]([C:7](Cl)=[O:8])=[CH:5][CH:4]=1.[CH:12]1([NH2:15])[CH2:14][CH2:13]1.CCN(C(C)C)C(C)C.C(OCC)(=O)C. Product: [Cl:1][CH2:2][C:3]1[CH:11]=[CH:10][C:6]([C:7]([NH:15][CH:12]2[CH2:14][CH2:13]2)=[O:8])=[CH:5][CH:4]=1. The catalyst class is: 2. (2) Reactant: [CH2:1]([O:8][C:9]1[CH:14]=[CH:13][C:12]([C:15]2[CH:20]=[CH:19][CH:18]=[C:17]([CH2:21][N:22]3[C:30]4[C:25](=[CH:26][CH:27]=[CH:28][CH:29]=4)[C:24]([C:31]4[CH:36]=[CH:35][C:34]([C:37]([CH3:40])([CH3:39])[CH3:38])=[CH:33][CH:32]=4)=[C:23]3[C:41]([O:43]CC)=[O:42])[CH:16]=2)=[CH:11][CH:10]=1)[C:2]1[CH:7]=[CH:6][CH:5]=[CH:4][CH:3]=1.[OH-].[Na+].Cl. Product: [CH3:40][C:37]([C:34]1[CH:33]=[CH:32][C:31]([C:24]2[C:25]3[C:30](=[CH:29][CH:28]=[CH:27][CH:26]=3)[N:22]([CH2:21][C:17]3[CH:16]=[C:15]([C:12]4[CH:11]=[CH:10][C:9]([O:8][CH2:1][C:2]5[CH:7]=[CH:6][CH:5]=[CH:4][CH:3]=5)=[CH:14][CH:13]=4)[CH:20]=[CH:19][CH:18]=3)[C:23]=2[C:41]([OH:43])=[O:42])=[CH:36][CH:35]=1)([CH3:38])[CH3:39]. The catalyst class is: 36.